From a dataset of Drug-target binding data from BindingDB using IC50 measurements. Regression. Given a target protein amino acid sequence and a drug SMILES string, predict the binding affinity score between them. We predict pIC50 (pIC50 = -log10(IC50 in M); higher means more potent). Dataset: bindingdb_ic50. (1) The drug is O=C(NC[C@H]1CN(c2ccc(-c3nc(CN4CCCCC4)cs3)cc2)C(=O)O1)c1ccc(Cl)s1. The target protein (O19045) has sequence MANPLHLVLLGAALAGLLLSGSSVFISRRAANDVLARTRRANSFLEELKKGNLERECMEENCSYEEALEVFEDREKTNEFWNKYVDGDQCESNPCQNQGTCKDGLGMYTCSCVEGYEGQDCEPVTRKLCSLDNGGCDQFCKEEENSVLCSCASGYTLGDNGKSCISTELFPCGKVTLGRWRRSPATNSSEGPPEAPGPEQQDDGNLTATENPFNLLDSPEPPPEDDSSSLVRIVGGQDCRDGECPWQALLVNEENEGFCGGTILSEYHVLTAAHCLHQAKRFKVRVGDRDTEHEEGNEETHEVEVVVKHNRFVKETYDFDIAVLRLKTPITFRRNVAPACLPQKDWAESTLMAQKTGIVSGFGRTHEMGRLSTTLKMLEVPYVDRNSCKRSSSFTITQNMFCAGYDARPEDACQGDSGGPHVTRFRDTYFVTGIVSWGEGCARKGKFGVYTKVSNFLKWIEKSMRARAVPVAEAAGTPGPTQPTIKGSPS. The pIC50 is 5.5. (2) The compound is CCCN(c1ccncc1)n1ccc2ccccc21. The target protein (P22002) has sequence MIRAFAQPSTPPYQPLSSCLSEDTERKFKGKVVHEAQLNCFYISPGGSNYGSPRPAHANMNANAAAGLAPEHIPTPGAALSWLAAIDAARQAKLMGSAGNATISTVSSTQRKRQQYGKPKKQGGTTATRPPRALLCLTLKNPIRRACISIVEWKPFEIIILLTIFANCVALAIYIPFPEDDSNATNSNLERVEYLFLIIFTVEAFLKVIAYGLLFHPNAYLRNGWNLLDFIIVVVGLFSAILEQATKADGANALGGKGAGFDVKALRAFRVLRPLRLVSGVPSLQVVLNSIIKAMVPLLHIALLVLFVIIIYAIIGLELFMGKMHKTCYNQEGIIDVPAEEDPSPCALETGHGRQCQNGTVCKPGWDGPKHGITNFDNFAFAMLTVFQCITMEGWTDVLYWMQDAMGYELPWVYFVSLVIFGSFFVLNLVLGVLSGEFSKEREKAKARGDFQKLREKQQLEEDLKGYLDWITQAEDIDPENEDEGMDEDKPRNMSMPTSE.... The pIC50 is 4.0. (3) The small molecule is COc1ccc(C(=O)CBr)cc1. The target is XTSFAESXKPVQQPSAFGS. The pIC50 is 6.0. (4) The compound is CN(C)C(=O)[C@H](O)[C@H](Cc1ccccc1)NC(=O)c1cc2cc(Cl)ccc2[nH]1. The target protein (Q9ET01) has sequence MAKPLTDQEKRRQISIRGIVGVENVAELKKGFNRHLHFTLVKDRNVATPRDYYFALAHTVRDHLVGRWIRTQQHYYDKCPKRVYYLSLEFYMGRTLQNTMINLGLQNACDEAIYQLGLDMEELEEIEEDAGLGNGGLGRLAACFLDSMATLGLAAYGYGIRYEYGIFNQKIREGWQVEEADDWLRHGNPWEKARPEFMLPVHFYGRVEHTQTGTKWVDTQVVLALPYDTPVPGYMNNTVNTMRLWSARAPNDFNLQDFNVGDYIQAVLDRNLAENISRVLYPNDNFFEGKELRLKQEYFVVAATLQDVIRRFKASKFGSKDGMGTVFDAFPDQVAIQLNDTHPALAIPELMRIFVDIEKLPWAKAWEITKKTFAYTNHTVLPEALERWPVELVEKLLPRHLEIIYEINQKHLDRIVALFPKDISRMRRMSLIEEEGGKRINMAHLCIVGCHAVNGVAKIHSDIVKTQVFKDFSELEPDKFQNKTNGITPRRWLLLCNPGL.... The pIC50 is 6.9. (5) The drug is Cc1ccccc1C(=O)Nc1ccc(C(=O)N2CCCNc3ccccc32)cc1. The target protein (P30518) has sequence MLMASTTSAVPGHPSLPSLPSNSSQERPLDTRDPLLARAELALLSIVFVAVALSNGLVLAALARRGRRGHWAPIHVFIGHLCLADLAVALFQVLPQLAWKATDRFRGPDALCRAVKYLQMVGMYASSYMILAMTLDRHRAICRPMLAYRHGSGAHWNRPVLVAWAFSLLLSLPQLFIFAQRNVEGGSGVTDCWACFAEPWGRRTYVTWIALMVFVAPTLGIAACQVLIFREIHASLVPGPSERPGGRRRGRRTGSPGEGAHVSAAVAKTVRMTLVIVVVYVLCWAPFFLVQLWAAWDPEAPLEGAPFVLLMLLASLNSCTNPWIYASFSSSVSSELRSLLCCARGRTPPSLGPQDESCTTASSSLAKDTSS. The pIC50 is 7.5. (6) The compound is Fc1ccc(Nc2ncnc3ccc(-c4cncs4)cc23)cc1Cl. The target protein (P28907) has sequence MANCEFSPVSGDKPCCRLSRRAQLCLGVSILVLILVVVLAVVVPRWRQQWSGPGTTKRFPETVLARCVKYTEIHPEMRHVDCQSVWDAFKGAFISKHPCNITEEDYQPLMKLGTQTVPCNKILLWSRIKDLAHQFTQVQRDMFTLEDTLLGYLADDLTWCGEFNTSKINYQSCPDWRKDCSNNPVSVFWKTVSRRFAEAACDVVHVMLNGSRSKIFDKNSTFGSVEVHNLQPEKVQTLEAWVIHGGREDSRDLCQDPTIKELESIISKRNIQFSCKNIYRPDKFLQCVKNPEDSSCTSEI. The pIC50 is 5.9.